Dataset: Catalyst prediction with 721,799 reactions and 888 catalyst types from USPTO. Task: Predict which catalyst facilitates the given reaction. (1) Reactant: [SH2:1].[Na].Cl[CH:4]([C:9]1[CH:14]=[CH:13][CH:12]=[CH:11][CH:10]=1)[CH2:5][CH2:6][CH:7]=[O:8].C(OCC)(=O)C.O. Product: [C:9]1([CH:4]2[S:1][CH:7]([OH:8])[CH2:6][CH2:5]2)[CH:14]=[CH:13][CH:12]=[CH:11][CH:10]=1. The catalyst class is: 9. (2) The catalyst class is: 1. Reactant: [Cl:1][C:2]1[CH:3]=[C:4]2[C:9](=[CH:10][C:11]=1[O:12][CH3:13])[N:8]=[C:7]([O:14][CH3:15])[C:6](/[C:16](=[N:18]/[S@@:19]([C:21]([CH3:24])([CH3:23])[CH3:22])=[O:20])/[CH3:17])=[CH:5]2.CCC(C)[BH-](C(C)CC)C(C)CC.[Li+]. Product: [Cl:1][C:2]1[CH:3]=[C:4]2[C:9](=[CH:10][C:11]=1[O:12][CH3:13])[N:8]=[C:7]([O:14][CH3:15])[C:6]([C@@H:16]([NH:18][S@@:19]([C:21]([CH3:22])([CH3:24])[CH3:23])=[O:20])[CH3:17])=[CH:5]2. (3) Reactant: FC(F)(F)C(O)=O.C(OC([NH:15][C:16]1[C:25]([C:26]([O:28][CH3:29])=[O:27])=[C:24]2[C:19]([C:20]3([CH3:31])[CH2:30][CH:21]3[CH2:22][O:23]2)=[CH:18][CH:17]=1)=O)(C)(C)C. Product: [NH2:15][C:16]1[C:25]([C:26]([O:28][CH3:29])=[O:27])=[C:24]2[C:19]([C:20]3([CH3:31])[CH2:30][CH:21]3[CH2:22][O:23]2)=[CH:18][CH:17]=1. The catalyst class is: 4. (4) Reactant: Br[C:2]1[CH:10]=[CH:9][CH:8]=[C:7]([CH3:11])[C:3]=1[C:4](O)=[O:5].[CH2:12]([O:14][C:15](=[O:26])[CH:16]=[C:17]([NH:19][C:20]1[CH:25]=[CH:24][CH:23]=[CH:22][CH:21]=1)[CH3:18])[CH3:13].[H-].[Na+]. Product: [CH2:12]([O:14][C:15]([C:16]1[C:2]2[C:3](=[C:7]([CH3:11])[CH:8]=[CH:9][CH:10]=2)[C:4](=[O:5])[N:19]([C:20]2[CH:21]=[CH:22][CH:23]=[CH:24][CH:25]=2)[C:17]=1[CH3:18])=[O:26])[CH3:13]. The catalyst class is: 10.